This data is from Forward reaction prediction with 1.9M reactions from USPTO patents (1976-2016). The task is: Predict the product of the given reaction. (1) The product is: [Cl:48][C:49]1[CH:50]=[C:51]([CH:55]=[CH:56][C:57]=1[N:58]1[CH2:63][CH2:62][N:61]([C:12]2[C:11]3[C:6](=[CH:7][C:8]([O:31][CH3:32])=[C:9]([O:29][CH3:30])[CH:10]=3)[N:5]=[C:4]([CH:1]3[CH2:3][CH2:2]3)[N:13]=2)[CH2:60][CH2:59]1)[C:52]([NH2:54])=[O:53]. Given the reactants [CH:1]1([C:4]2[N:13]=[C:12](N3CCN(C4C=CC(F)=CC=4OC)CC3)[C:11]3[C:6](=[CH:7][C:8]([O:31][CH3:32])=[C:9]([O:29][CH3:30])[CH:10]=3)[N:5]=2)[CH2:3][CH2:2]1.FC1C=CC(N2CCNCC2)=C(OC)C=1.[Cl:48][C:49]1[CH:50]=[C:51]([CH:55]=[CH:56][C:57]=1[N:58]1[CH2:63][CH2:62][NH:61][CH2:60][CH2:59]1)[C:52]([NH2:54])=[O:53], predict the reaction product. (2) Given the reactants [Cl:1][C:2]1[N:3]=[N:4][C:5]([O:8][CH3:9])=[CH:6][CH:7]=1.[F:10][C:11]1([F:18])[CH2:14][CH:13](C(O)=O)[CH2:12]1.C(O)(C(F)(F)F)=O, predict the reaction product. The product is: [Cl:1][C:2]1[N:3]=[N:4][C:5]([O:8][CH3:9])=[C:6]([CH:13]2[CH2:14][C:11]([F:18])([F:10])[CH2:12]2)[CH:7]=1. (3) Given the reactants [NH2:1][C:2]1[N:10]=[C:9]([NH:11][CH2:12][CH2:13][CH2:14][CH3:15])[N:8]=[C:7]2[C:3]=1[N:4]=[CH:5][N:6]2[CH2:16][C:17]1[CH:26]=[CH:25][C:20]([C:21]([O:23][CH3:24])=[O:22])=[CH:19][CH:18]=1.[Br:27]Br.[O-]S([O-])(=S)=O.[Na+].[Na+], predict the reaction product. The product is: [NH2:1][C:2]1[N:10]=[C:9]([NH:11][CH2:12][CH2:13][CH2:14][CH3:15])[N:8]=[C:7]2[C:3]=1[N:4]=[C:5]([Br:27])[N:6]2[CH2:16][C:17]1[CH:18]=[CH:19][C:20]([C:21]([O:23][CH3:24])=[O:22])=[CH:25][CH:26]=1. (4) Given the reactants O[CH:2]([CH2:13][CH3:14])[CH2:3][CH2:4][CH2:5][CH2:6][CH2:7][CH2:8][C:9]([O:11]C)=[O:10].CO.[OH-].[Li+].[O-:19][Mn](=O)(=O)=O.[K+], predict the reaction product. The product is: [OH:19][CH:13]([CH3:14])[CH2:2][CH2:3][CH2:4][CH2:5][CH2:6][CH2:7][CH2:8][C:9]([OH:11])=[O:10]. (5) The product is: [NH2:1][C:3]1[C:4]2[C:11]([I:12])=[CH:10][N:9]([C@@H:13]3[O:27][C@H:26]([CH2:28][OH:29])[C@@H:15]([OH:16])[CH2:14]3)[C:5]=2[N:6]=[CH:7][N:8]=1. Given the reactants [NH3:1].Cl[C:3]1[C:4]2[C:11]([I:12])=[CH:10][N:9]([C@@H:13]3[O:27][C@H:26]([CH2:28][O:29]C(C4C=CC(C)=CC=4)=O)[C@@H:15]([O:16]C(C4C=CC(C)=CC=4)=O)[CH2:14]3)[C:5]=2[N:6]=[CH:7][N:8]=1.CO.C(Cl)Cl.CO, predict the reaction product.